Predict the product of the given reaction. From a dataset of Forward reaction prediction with 1.9M reactions from USPTO patents (1976-2016). Given the reactants [C:1]([O:4][CH3:5])(=[O:3])[CH3:2].C(NC1C=CC(S([N:19]=[N+:20]=[N-])(=O)=O)=CC=1)(=O)C.N1([CH:33]2[CH2:43][CH2:42][CH2:41][CH2:40][CH2:39][CH2:38][CH2:37][CH2:36][CH2:35][CH2:34]2)CCCN=CCCCCC1.[C:44](#N)C, predict the reaction product. The product is: [C:40]1([C:39]2[CH:34]=[CH:35][CH:36]=[CH:37][CH:38]=2)[CH:41]=[CH:42][C:43]([C:2](=[N+:19]=[N-:20])[C:1]([O:4][CH3:5])=[O:3])=[CH:33][CH:44]=1.